From a dataset of Reaction yield outcomes from USPTO patents with 853,638 reactions. Predict the reaction yield, written as a fraction of the theoretical maximum amount of product (1.0 means a 100% yield; for example, 0.34 means a 34% yield). (1) The reactants are [NH2:1][C:2]1[S:3][C:4]2[C:10]([C:11]3[CH:16]=[CH:15][CH:14]=[CH:13][CH:12]=3)=[CH:9][C:8]([O:17][CH3:18])=[CH:7][C:5]=2[N:6]=1.C(N(CC)CC)C.[CH3:26][C:27]1[S:31][C:30]([C:32](Cl)=[O:33])=[CH:29][CH:28]=1.[OH-].[Na+]. The catalyst is ClCCl. The product is [CH3:18][O:17][C:8]1[CH:9]=[C:10]([C:11]2[CH:16]=[CH:15][CH:14]=[CH:13][CH:12]=2)[C:4]2[S:3][C:2]([NH:1][C:32]([C:30]3[S:31][C:27]([CH3:26])=[CH:28][CH:29]=3)=[O:33])=[N:6][C:5]=2[CH:7]=1. The yield is 0.0500. (2) The reactants are [CH3:1][O:2][C:3](=[O:12])[C:4]1[CH:9]=[CH:8][C:7]([CH:10]=O)=[CH:6][CH:5]=1.[S:13]1[CH2:17][C:16](=[O:18])[NH:15][C:14]1=[O:19].N1CCCCC1. The catalyst is COCCO. The product is [CH3:1][O:2][C:3](=[O:12])[C:4]1[CH:9]=[CH:8][C:7]([CH:10]=[C:17]2[S:13][C:14](=[O:19])[NH:15][C:16]2=[O:18])=[CH:6][CH:5]=1. The yield is 0.350. (3) The catalyst is CN(C)C1C=CN=CC=1.ClC1C=CC=CC=1Cl. The yield is 0.180. The reactants are [F:1][C:2]1[CH:3]=[C:4]2[C:9](=[CH:10][CH:11]=1)[N:8]=[C:7]([C:12]1[CH:17]=[CH:16][CH:15]=[CH:14][CH:13]=1)[C:6]([OH:18])=[C:5]2C(O)=O.Cl[C:23]1[C:32]2[C:27](=[CH:28][C:29]([O:35][CH3:36])=[C:30]([O:33][CH3:34])[CH:31]=2)[N:26]=[CH:25][CH:24]=1.O. The product is [F:1][C:2]1[CH:3]=[C:4]2[C:9](=[CH:10][CH:11]=1)[N:8]=[C:7]([C:12]1[CH:13]=[CH:14][CH:15]=[CH:16][CH:17]=1)[C:6]([O:18][C:23]1[C:32]3[C:27](=[CH:28][C:29]([O:35][CH3:36])=[C:30]([O:33][CH3:34])[CH:31]=3)[N:26]=[CH:25][CH:24]=1)=[CH:5]2. (4) The reactants are Cl[CH2:2][CH2:3][NH:4][C:5]([NH:7][C:8]1[CH:9]=[N:10][N:11]([CH2:13][C:14]2[C:15]([CH3:20])=[N:16][O:17][C:18]=2[CH3:19])[CH:12]=1)=[O:6].[H-].[Na+]. The catalyst is CN(C=O)C. The product is [CH3:20][C:15]1[C:14]([CH2:13][N:11]2[CH:12]=[C:8]([N:7]3[CH2:2][CH2:3][NH:4][C:5]3=[O:6])[CH:9]=[N:10]2)=[C:18]([CH3:19])[O:17][N:16]=1. The yield is 0.970.